Predict the reactants needed to synthesize the given product. From a dataset of Retrosynthesis with 50K atom-mapped reactions and 10 reaction types from USPTO. (1) Given the product CC(C)(CC(=O)O)c1ccc(C(=O)Nc2cn3cc(Cl)ccc3n2)cc1, predict the reactants needed to synthesize it. The reactants are: CCOC(=O)CC(C)(C)c1ccc(C(=O)Nc2cn3cc(Cl)ccc3n2)cc1. (2) Given the product CN1CCc2nc(COc3ccccc3)oc2C1=O, predict the reactants needed to synthesize it. The reactants are: CI.O=C1NCCc2nc(COc3ccccc3)oc21. (3) Given the product O=C(Nc1ccc(Cl)nc1)c1nc(-c2ccccc2)oc1C(F)(F)F, predict the reactants needed to synthesize it. The reactants are: Nc1ccc(Cl)nc1.O=C(O)c1nc(-c2ccccc2)oc1C(F)(F)F. (4) Given the product C[C@@H](c1ccccc1)N(Cc1ccccc1)[C@H](CCO)c1cccc(CO[Si](C)(C)C(C)(C)C)c1, predict the reactants needed to synthesize it. The reactants are: C[C@@H](c1ccccc1)N(Cc1ccccc1)[C@H](CC(=O)OC(C)(C)C)c1cccc(CO[Si](C)(C)C(C)(C)C)c1. (5) Given the product Cc1cc(Nc2c(C#N)cnc3cc(Br)ccc23)ccc1OCc1ccccn1, predict the reactants needed to synthesize it. The reactants are: Cc1cc(N)ccc1OCc1ccccn1.N#Cc1cnc2cc(Br)ccc2c1Cl. (6) Given the product CCCOc1cc2ccccc2c2c(=O)c(-c3ccc(OC)cc3)c(C)[nH]c12, predict the reactants needed to synthesize it. The reactants are: CCCOc1cc2ccccc2cc1N.CCOC(=O)C(C(C)=O)c1ccc(OC)cc1. (7) Given the product C1CCN(CC2CCNCC2)CC1, predict the reactants needed to synthesize it. The reactants are: c1cc(CN2CCCCC2)ccn1.